From a dataset of Catalyst prediction with 721,799 reactions and 888 catalyst types from USPTO. Predict which catalyst facilitates the given reaction. (1) Reactant: [CH3:1][C:2]1[CH:11]=[CH:10][C:9]2[C:4](=[CH:5][CH:6]=[CH:7][C:8]=2[N+:12]([O-])=O)[N:3]=1.[H][H]. Product: [NH2:12][C:8]1[CH:7]=[CH:6][CH:5]=[C:4]2[C:9]=1[CH:10]=[CH:11][C:2]([CH3:1])=[N:3]2. The catalyst class is: 331. (2) Reactant: [C:1](=[S:3])=[S:2].C[O-].[Na+].Cl[C:8]1[CH:14]=[C:13]([Cl:15])[C:12]([Cl:16])=[CH:11][C:9]=1[NH2:10].Cl. Product: [Cl:16][C:12]1[C:13]([Cl:15])=[CH:14][C:8]2[S:2][C:1]([SH:3])=[N:10][C:9]=2[CH:11]=1. The catalyst class is: 18. (3) Product: [CH3:1][O:2][C:3]1[CH:8]=[CH:7][CH:6]=[CH:5][C:4]=1[CH:9]1[CH2:14][CH2:13][CH2:12][CH2:11][CH:10]1[CH2:15][C:16]([OH:20])=[O:17]. Reactant: [CH3:1][O:2][C:3]1[CH:8]=[CH:7][CH:6]=[CH:5][C:4]=1[CH:9]1[CH2:14][CH2:13][CH2:12][CH2:11][CH:10]1[CH2:15][CH:16]=[O:17].CC(C)=[O:20].OS(O)(=O)=O.O=[Cr](=O)=O. The catalyst class is: 21.